Predict which catalyst facilitates the given reaction. From a dataset of Catalyst prediction with 721,799 reactions and 888 catalyst types from USPTO. Reactant: S(=O)(=O)(O)O.[F:6][C:7]1[CH:12]=[C:11]([N+:13]([O-:15])=[O:14])[CH:10]=[CH:9][C:8]=1[C:16](C)([C:22](OCC)=O)[C:17]([O:19]CC)=[O:18]. Product: [F:6][C:7]1[CH:12]=[C:11]([N+:13]([O-:15])=[O:14])[CH:10]=[CH:9][C:8]=1[CH:16]([CH3:22])[C:17]([OH:19])=[O:18]. The catalyst class is: 86.